Task: Predict the reactants needed to synthesize the given product.. Dataset: Full USPTO retrosynthesis dataset with 1.9M reactions from patents (1976-2016) (1) Given the product [CH3:1][O:2][C:3]1[CH:11]=[CH:10][CH:9]=[CH:8][C:4]=1[C:5]1[N:15]=[CH:14][N:33]=[C:31]([NH:30][C:24]2[CH:29]=[CH:28][CH:27]=[CH:26][CH:25]=2)[N:7]=1, predict the reactants needed to synthesize it. The reactants are: [CH3:1][O:2][C:3]1[CH:11]=[CH:10][CH:9]=[CH:8][C:4]=1[C:5]([NH2:7])=O.CO[CH:14](OC)[N:15](C)C.C(=O)(O)O.[C:24]1([NH:30][C:31]([NH2:33])=N)[CH:29]=[CH:28][CH:27]=[CH:26][CH:25]=1.CC(C)([O-])C.[K+].N#N. (2) The reactants are: [NH2:1][C:2]1[C:10]([Cl:11])=[CH:9][CH:8]=[CH:7][C:3]=1[C:4]([OH:6])=O.[CH:12](OCC)(OCC)OCC.C(O)(=O)C.[NH2:26][C:27]1[CH:28]=[C:29]([NH:34][C:35](=[O:47])[C:36]2[CH:41]=[CH:40][CH:39]=[C:38]([C:42]([C:45]#[N:46])([CH3:44])[CH3:43])[CH:37]=2)[CH:30]=[CH:31][C:32]=1[CH3:33]. Given the product [Cl:11][C:10]1[CH:9]=[CH:8][CH:7]=[C:3]2[C:2]=1[N:1]=[CH:12][N:26]([C:27]1[CH:28]=[C:29]([NH:34][C:35](=[O:47])[C:36]3[CH:41]=[CH:40][CH:39]=[C:38]([C:42]([C:45]#[N:46])([CH3:44])[CH3:43])[CH:37]=3)[CH:30]=[CH:31][C:32]=1[CH3:33])[C:4]2=[O:6], predict the reactants needed to synthesize it. (3) Given the product [Cl:14][C:15]1[N:23]=[C:22]2[C:18]([N:19]=[CH:20][N:21]2[CH2:24][CH3:25])=[C:10]([NH:9][C:4]2[CH:5]=[CH:6][C:7]([Cl:8])=[C:2]([Cl:1])[CH:3]=2)[N:16]=1, predict the reactants needed to synthesize it. The reactants are: [Cl:1][C:2]1[CH:3]=[C:4]([NH:9][CH:10]=O)[CH:5]=[CH:6][C:7]=1[Cl:8].[H-].[Na+].[Cl:14][C:15]1[N:23]=[C:22]2[C:18]([N:19]=[CH:20][N:21]2[CH2:24][CH3:25])=C(Cl)[N:16]=1.O.